Predict the reactants needed to synthesize the given product. From a dataset of Retrosynthesis with 50K atom-mapped reactions and 10 reaction types from USPTO. (1) Given the product C[C@@H](O)CNC(=O)OC(C)(C)C, predict the reactants needed to synthesize it. The reactants are: CC(C)(C)OC(=O)OC(=O)OC(C)(C)C.C[C@@H](O)CN. (2) Given the product CC(C)n1c(C=CC2CC(CC(=O)OC(C)(C)C)OC(C)(C)O2)c(-c2ccc(F)cc2)c(-c2ccccc2)c1C(=O)NCc1ccc(COC(=O)C(C)(C)C)cc1, predict the reactants needed to synthesize it. The reactants are: CC(C)(C)OC(=O)CC1CC(C=O)OC(C)(C)O1.CC(C)n1c(C[P+](c2ccccc2)(c2ccccc2)c2ccccc2)c(-c2ccc(F)cc2)c(-c2ccccc2)c1C(=O)NCc1ccc(COC(=O)C(C)(C)C)cc1. (3) Given the product COc1nc2ccc(C(=O)c3cncn3C)cc2c(Cl)c1Cc1ccc(C(F)(F)F)cc1, predict the reactants needed to synthesize it. The reactants are: COc1nc2ccc(C(O)c3cncn3C)cc2c(Cl)c1Cc1ccc(C(F)(F)F)cc1.